From a dataset of Forward reaction prediction with 1.9M reactions from USPTO patents (1976-2016). Predict the product of the given reaction. Given the reactants C([SiH](CC)CC)C.C([O:15][C:16]1[CH:21]=[CH:20][C:19]([N:22]2[C:30]3[C:25](=[CH:26][CH:27]=[CH:28][CH:29]=3)[C:24]([CH:31]=[N:32][OH:33])=[C:23]2[CH3:34])=[CH:18][CH:17]=1)C1C=CC=CC=1.[Cl-].[NH4+].[F-].C([N+](CCCC)(CCCC)CCCC)CCC, predict the reaction product. The product is: [OH:15][C:16]1[CH:21]=[CH:20][C:19]([N:22]2[C:30]3[C:25](=[CH:26][CH:27]=[CH:28][CH:29]=3)[C:24]([CH:31]=[N:32][OH:33])=[C:23]2[CH3:34])=[CH:18][CH:17]=1.